From a dataset of Forward reaction prediction with 1.9M reactions from USPTO patents (1976-2016). Predict the product of the given reaction. (1) Given the reactants [N:1]1[N:2]([CH2:6][C:7]([OH:9])=O)[N:3]=[CH:4][CH:5]=1.[F:10][C:11]1[CH:41]=[CH:40][C:14]([O:15][C:16]2[CH:21]=[CH:20][C:19]([NH:22][C:23]([C@@H:25]3[CH2:29][C@@H:28]([CH2:30][C:31]4[C:36]([F:37])=[CH:35][C:34]([F:38])=[CH:33][C:32]=4[F:39])[CH2:27][NH:26]3)=[O:24])=[CH:18][CH:17]=2)=[CH:13][CH:12]=1, predict the reaction product. The product is: [N:3]1[N:2]([CH2:6][C:7]([N:26]2[CH2:27][C@H:28]([CH2:30][C:31]3[C:36]([F:37])=[CH:35][C:34]([F:38])=[CH:33][C:32]=3[F:39])[CH2:29][C@H:25]2[C:23]([NH:22][C:19]2[CH:18]=[CH:17][C:16]([O:15][C:14]3[CH:13]=[CH:12][C:11]([F:10])=[CH:41][CH:40]=3)=[CH:21][CH:20]=2)=[O:24])=[O:9])[N:1]=[CH:5][CH:4]=1. (2) Given the reactants [CH2:1]([C:5]1([CH3:46])[CH2:10][CH2:9][N:8]([C:11]2[N:16]3[N:17]=[C:18]([C:20]4[S:21][C:22]([CH2:25][C:26]5[CH:31]=[CH:30][C:29]([F:32])=[CH:28][C:27]=5[OH:33])=[CH:23][N:24]=4)[CH:19]=[C:15]3[N:14]=[C:13]([CH3:34])[C:12]=2[C@H:35]([O:41][C:42]([CH3:45])([CH3:44])[CH3:43])[C:36]([O:38][CH2:39][CH3:40])=[O:37])[CH2:7][CH2:6]1)[CH2:2][CH:3]=[CH2:4].[CH3:47][C@@H:48](O)[CH2:49][CH:50]=[CH2:51].C1C=CC(P(C2C=CC=CC=2)C2C=CC=CC=2)=CC=1.CC(OC(/N=N/C(OC(C)C)=O)=O)C, predict the reaction product. The product is: [CH2:1]([C:5]1([CH3:46])[CH2:6][CH2:7][N:8]([C:11]2[N:16]3[N:17]=[C:18]([C:20]4[S:21][C:22]([CH2:25][C:26]5[CH:31]=[CH:30][C:29]([F:32])=[CH:28][C:27]=5[O:33][C@@H:50]([CH2:49][CH:48]=[CH2:47])[CH3:51])=[CH:23][N:24]=4)[CH:19]=[C:15]3[N:14]=[C:13]([CH3:34])[C:12]=2[C@H:35]([O:41][C:42]([CH3:45])([CH3:44])[CH3:43])[C:36]([O:38][CH2:39][CH3:40])=[O:37])[CH2:9][CH2:10]1)[CH2:2][CH:3]=[CH2:4]. (3) Given the reactants C([O:3][C:4]([C:6]1([C:9]2[CH:14]=[CH:13][C:12]([C:15]3[CH:20]=[CH:19][C:18]([C:21]4[S:22][C:23]([F:38])=[CH:24][C:25]=4[NH:26][C:27]([O:29][C@@H:30]([C:32]4[CH:37]=[CH:36][CH:35]=[CH:34][CH:33]=4)[CH3:31])=[O:28])=[CH:17][C:16]=3[O:39][CH3:40])=[CH:11][CH:10]=2)[CH2:8][CH2:7]1)=[O:5])C.O1CCCC1.[OH-].[Na+].Cl, predict the reaction product. The product is: [F:38][C:23]1[S:22][C:21]([C:18]2[CH:19]=[CH:20][C:15]([C:12]3[CH:11]=[CH:10][C:9]([C:6]4([C:4]([OH:5])=[O:3])[CH2:8][CH2:7]4)=[CH:14][CH:13]=3)=[C:16]([O:39][CH3:40])[CH:17]=2)=[C:25]([NH:26][C:27]([O:29][C@@H:30]([C:32]2[CH:33]=[CH:34][CH:35]=[CH:36][CH:37]=2)[CH3:31])=[O:28])[CH:24]=1. (4) Given the reactants [CH:1]1([N:4]([CH:18]2[CH2:23][CH2:22][NH:21][CH2:20][CH2:19]2)[C:5](=[O:17])[C:6]2[CH:11]=[CH:10][C:9]([C:12]3[O:16][CH:15]=[N:14][CH:13]=3)=[CH:8][CH:7]=2)[CH2:3][CH2:2]1.Cl[C:25]1[CH:32]=[CH:31][C:28]([C:29]#[N:30])=[CH:27][N:26]=1, predict the reaction product. The product is: [C:29]([C:28]1[CH:31]=[CH:32][C:25]([N:21]2[CH2:22][CH2:23][CH:18]([N:4]([CH:1]3[CH2:3][CH2:2]3)[C:5](=[O:17])[C:6]3[CH:7]=[CH:8][C:9]([C:12]4[O:16][CH:15]=[N:14][CH:13]=4)=[CH:10][CH:11]=3)[CH2:19][CH2:20]2)=[N:26][CH:27]=1)#[N:30]. (5) Given the reactants [Cl-].[CH3:2][O:3][CH2:4][P+](C1C=CC=CC=1)(C1C=CC=CC=1)C1C=CC=CC=1.C[O-].[Na+].[Br:27][C:28]1[CH:33]=[CH:32][N:31]2[N:34]=[C:35]([C:39]3[CH:44]=[CH:43][C:42]([O:45][CH3:46])=[CH:41][CH:40]=3)[C:36]([CH:37]=O)=[C:30]2[CH:29]=1, predict the reaction product. The product is: [Br:27][C:28]1[CH:33]=[CH:32][N:31]2[N:34]=[C:35]([C:39]3[CH:44]=[CH:43][C:42]([O:45][CH3:46])=[CH:41][CH:40]=3)[C:36]([CH:37]=[CH:2][O:3][CH3:4])=[C:30]2[CH:29]=1. (6) Given the reactants [Br:1][C:2]1[CH:3]=[C:4]([OH:8])[CH:5]=[N:6][CH:7]=1.[C:9]1(P([C:9]2[CH:14]=[CH:13][CH:12]=[CH:11][CH:10]=2)[C:9]2[CH:14]=[CH:13][CH:12]=[CH:11][CH:10]=2)[CH:14]=[CH:13][CH:12]=[CH:11][CH:10]=1.C1(O)CCCCC1.N(/C(OCC1C=CC(Cl)=CC=1)=O)=N\C(OCC1C=CC(Cl)=CC=1)=O, predict the reaction product. The product is: [Br:1][C:2]1[CH:7]=[N:6][CH:5]=[C:4]([O:8][CH:9]2[CH2:14][CH2:13][CH2:12][CH2:11][CH2:10]2)[CH:3]=1.